This data is from NCI-60 drug combinations with 297,098 pairs across 59 cell lines. The task is: Regression. Given two drug SMILES strings and cell line genomic features, predict the synergy score measuring deviation from expected non-interaction effect. (1) Drug 1: CC1=C(C(CCC1)(C)C)C=CC(=CC=CC(=CC(=O)O)C)C. Drug 2: C1CN1C2=NC(=NC(=N2)N3CC3)N4CC4. Cell line: KM12. Synergy scores: CSS=16.7, Synergy_ZIP=-2.61, Synergy_Bliss=-2.23, Synergy_Loewe=-15.8, Synergy_HSA=-3.25. (2) Drug 1: CN(C)C1=NC(=NC(=N1)N(C)C)N(C)C. Drug 2: C(CCl)NC(=O)N(CCCl)N=O. Cell line: MOLT-4. Synergy scores: CSS=5.74, Synergy_ZIP=-0.856, Synergy_Bliss=1.39, Synergy_Loewe=-9.24, Synergy_HSA=-3.12. (3) Drug 1: CS(=O)(=O)C1=CC(=C(C=C1)C(=O)NC2=CC(=C(C=C2)Cl)C3=CC=CC=N3)Cl. Drug 2: C1=CC=C(C(=C1)C(C2=CC=C(C=C2)Cl)C(Cl)Cl)Cl. Cell line: 786-0. Synergy scores: CSS=19.9, Synergy_ZIP=2.57, Synergy_Bliss=9.47, Synergy_Loewe=5.10, Synergy_HSA=9.77. (4) Drug 1: C1=CC(=CC=C1CCC2=CNC3=C2C(=O)NC(=N3)N)C(=O)NC(CCC(=O)O)C(=O)O. Drug 2: C1=CC(=CC=C1C#N)C(C2=CC=C(C=C2)C#N)N3C=NC=N3. Cell line: IGROV1. Synergy scores: CSS=25.5, Synergy_ZIP=-6.90, Synergy_Bliss=-0.898, Synergy_Loewe=-4.65, Synergy_HSA=1.19. (5) Drug 1: CCC1=CC2CC(C3=C(CN(C2)C1)C4=CC=CC=C4N3)(C5=C(C=C6C(=C5)C78CCN9C7C(C=CC9)(C(C(C8N6C)(C(=O)OC)O)OC(=O)C)CC)OC)C(=O)OC.C(C(C(=O)O)O)(C(=O)O)O. Drug 2: CC(C)(C#N)C1=CC(=CC(=C1)CN2C=NC=N2)C(C)(C)C#N. Cell line: UO-31. Synergy scores: CSS=6.26, Synergy_ZIP=-4.00, Synergy_Bliss=-2.67, Synergy_Loewe=-0.159, Synergy_HSA=-0.149. (6) Drug 1: C1=NC2=C(N1)C(=S)N=CN2. Drug 2: COCCOC1=C(C=C2C(=C1)C(=NC=N2)NC3=CC=CC(=C3)C#C)OCCOC.Cl. Cell line: SN12C. Synergy scores: CSS=34.0, Synergy_ZIP=-9.68, Synergy_Bliss=4.19, Synergy_Loewe=0.205, Synergy_HSA=0.342. (7) Drug 1: C1=NNC2=C1C(=O)NC=N2. Drug 2: C1CC(=O)NC(=O)C1N2C(=O)C3=CC=CC=C3C2=O. Cell line: OVCAR-8. Synergy scores: CSS=-4.94, Synergy_ZIP=6.59, Synergy_Bliss=12.5, Synergy_Loewe=1.60, Synergy_HSA=1.90. (8) Cell line: IGROV1. Synergy scores: CSS=67.7, Synergy_ZIP=0.492, Synergy_Bliss=-0.215, Synergy_Loewe=0.0900, Synergy_HSA=6.44. Drug 2: CC1=C(N=C(N=C1N)C(CC(=O)N)NCC(C(=O)N)N)C(=O)NC(C(C2=CN=CN2)OC3C(C(C(C(O3)CO)O)O)OC4C(C(C(C(O4)CO)O)OC(=O)N)O)C(=O)NC(C)C(C(C)C(=O)NC(C(C)O)C(=O)NCCC5=NC(=CS5)C6=NC(=CS6)C(=O)NCCC[S+](C)C)O. Drug 1: CC1=C(C(=CC=C1)Cl)NC(=O)C2=CN=C(S2)NC3=CC(=NC(=N3)C)N4CCN(CC4)CCO. (9) Cell line: U251. Drug 2: C1C(C(OC1N2C=NC3=C2NC=NCC3O)CO)O. Synergy scores: CSS=-1.39, Synergy_ZIP=-1.82, Synergy_Bliss=-5.42, Synergy_Loewe=-4.98, Synergy_HSA=-4.26. Drug 1: CC1=CC2C(CCC3(C2CCC3(C(=O)C)OC(=O)C)C)C4(C1=CC(=O)CC4)C. (10) Drug 1: CC1C(C(CC(O1)OC2CC(OC(C2O)C)OC3=CC4=CC5=C(C(=O)C(C(C5)C(C(=O)C(C(C)O)O)OC)OC6CC(C(C(O6)C)O)OC7CC(C(C(O7)C)O)OC8CC(C(C(O8)C)O)(C)O)C(=C4C(=C3C)O)O)O)O. Drug 2: C1=NC2=C(N1)C(=S)N=CN2. Cell line: ACHN. Synergy scores: CSS=46.1, Synergy_ZIP=-6.02, Synergy_Bliss=1.44, Synergy_Loewe=1.35, Synergy_HSA=4.26.